This data is from Forward reaction prediction with 1.9M reactions from USPTO patents (1976-2016). The task is: Predict the product of the given reaction. (1) The product is: [O:11]=[CH:12][C@@H:13]([C@H:15]([C@@H:17]([C@@H:19]([CH2:5][OH:6])[OH:20])[OH:18])[OH:16])[OH:14]. Given the reactants N[C@H](C(O)=O)CC[C:5](O)=[O:6].[O:11]=[CH:12][C@@H:13]([C@H:15]([C@@H:17]([CH2:19][OH:20])[OH:18])[OH:16])[OH:14], predict the reaction product. (2) Given the reactants [CH:1]1([NH2:6])[CH2:5][CH2:4][CH2:3][CH2:2]1.Br[C:8]1[CH:13]=[C:12]([Br:14])[CH:11]=[CH:10][C:9]=1[N+:15]([O-:17])=[O:16], predict the reaction product. The product is: [Br:14][C:12]1[CH:11]=[CH:10][C:9]([N+:15]([O-:17])=[O:16])=[C:8]([NH:6][CH:1]2[CH2:5][CH2:4][CH2:3][CH2:2]2)[CH:13]=1. (3) Given the reactants [CH2:1]([O:3][C:4](=[O:36])[C:5]([NH:7][C:8]1[CH:33]=[C:32]([CH3:34])[C:11]([O:12][C:13]2[CH:14]=[C:15]3[C:19](=[CH:20][CH:21]=2)[N:18](C(=O)C(OCC)=O)[N:17]=[C:16]3[CH:29]([CH3:31])C)=[C:10]([CH3:35])[CH:9]=1)=[O:6])[CH3:2].[O-][CH2:38]C.[Na+].[Cl-].[NH4+], predict the reaction product. The product is: [CH3:35][C:10]1[CH:9]=[C:8]([NH:7][C:5](=[O:6])[C:4]([O:3][CH2:1][CH3:2])=[O:36])[CH:33]=[C:32]([CH3:34])[C:11]=1[O:12][C:13]1[CH:14]=[C:15]2[C:19](=[CH:20][CH:21]=1)[NH:18][N:17]=[C:16]2[CH2:29][CH2:31][CH3:38].